From a dataset of Catalyst prediction with 721,799 reactions and 888 catalyst types from USPTO. Predict which catalyst facilitates the given reaction. (1) Reactant: [CH3:1][C:2]([O:5][C:6]([N:8]1[CH2:11][CH2:10][C@H:9]1[C:12]([OH:14])=O)=[O:7])([CH3:4])[CH3:3].CN(C(ON1N=NC2C=CC=NC1=2)=[N+](C)C)C.F[P-](F)(F)(F)(F)F.CCN(C(C)C)C(C)C.FC(F)(F)C(O)=O.[NH2:55][C@@H:56]([CH2:63][CH:64]1[CH2:66][CH2:65]1)/[CH:57]=[CH:58]/[C:59]([O:61][CH3:62])=[O:60]. Product: [CH:64]1([CH2:63][C@H:56]([NH:55][C:12]([C@@H:9]2[CH2:10][CH2:11][N:8]2[C:6]([O:5][C:2]([CH3:1])([CH3:3])[CH3:4])=[O:7])=[O:14])/[CH:57]=[CH:58]/[C:59]([O:61][CH3:62])=[O:60])[CH2:66][CH2:65]1. The catalyst class is: 606. (2) Reactant: [OH:1][C:2]1[CH:7]=[C:6]([Cl:8])[N:5]=[N:4][C:3]=1Cl.[CH:10]1([C:13]2[CH:18]=[CH:17][CH:16]=[C:15]([CH3:19])[C:14]=2[OH:20])[CH2:12][CH2:11]1.C(C1C=CC=CC=1)CCC.[OH-].[K+].Cl. Product: [Cl:8][C:6]1[N:5]=[N:4][C:3]([O:20][C:14]2[C:15]([CH3:19])=[CH:16][CH:17]=[CH:18][C:13]=2[CH:10]2[CH2:11][CH2:12]2)=[C:2]([OH:1])[CH:7]=1. The catalyst class is: 5. (3) Reactant: [C:1]([C:3]1[CH:4]=[C:5]2[C:10](=[CH:11][C:12]=1[O:13][CH2:14][CH2:15][CH2:16][N:17]1[CH2:22][CH2:21]O[CH2:19][CH2:18]1)[N:9]=[CH:8][CH:7]=[C:6]2[O:23][C:24]1[CH:29]=[CH:28][C:27]([NH:30][C:31]([NH:33][C:34]2[S:35][CH:36]=[CH:37][N:38]=2)=[O:32])=[C:26]([F:39])[CH:25]=1)#[N:2].C(=O)([O-])[O-].[K+].[K+].ClCCCN(CC)CC.O. Product: [C:1]([C:3]1[CH:4]=[C:5]2[C:10](=[CH:11][C:12]=1[O:13][CH2:14][CH2:15][CH2:16][N:17]([CH2:22][CH3:21])[CH2:18][CH3:19])[N:9]=[CH:8][CH:7]=[C:6]2[O:23][C:24]1[CH:29]=[CH:28][C:27]([NH:30][C:31]([NH:33][C:34]2[S:35][CH:36]=[CH:37][N:38]=2)=[O:32])=[C:26]([F:39])[CH:25]=1)#[N:2]. The catalyst class is: 9. (4) Reactant: [N:1]([C:4]1[CH:29]=[CH:28][C:7]2[C:8](=[O:27])[N:9]([CH2:11][C:12]([N:14]3[CH2:19][CH2:18][N:17](C(OC(C)(C)C)=O)[CH2:16][CH2:15]3)=[O:13])[S:10][C:6]=2[CH:5]=1)=[N+:2]=[N-:3].C(O)(C(F)(F)F)=O. Product: [N:1]([C:4]1[CH:29]=[CH:28][C:7]2[C:8](=[O:27])[N:9]([CH2:11][C:12](=[O:13])[N:14]3[CH2:19][CH2:18][NH:17][CH2:16][CH2:15]3)[S:10][C:6]=2[CH:5]=1)=[N+:2]=[N-:3]. The catalyst class is: 2. (5) Reactant: Cl[C:2]1[CH:9]=[CH:8][C:5]([C:6]#[N:7])=[CH:4][N:3]=1.[NH2:10][NH2:11]. Product: [NH:10]([C:2]1[CH:9]=[CH:8][C:5]([C:6]#[N:7])=[CH:4][N:3]=1)[NH2:11]. The catalyst class is: 14. (6) Reactant: [OH:1][CH:2]1[CH2:7][CH2:6][N:5]([C:8]2[N:13]=[N:12][C:11]([C:14]([OH:16])=O)=[CH:10][CH:9]=2)[CH2:4][CH2:3]1.[N:17]1[CH:18]=[CH:19][N:20]2[CH:25]=[CH:24][N:23]=[C:22]([N:26]3[CH2:30][CH2:29][C@H:28]([NH2:31])[CH2:27]3)[C:21]=12.C(N(CC)CC)C.CN(C(ON1N=NC2C=CC=NC1=2)=[N+](C)C)C.F[P-](F)(F)(F)(F)F. Product: [OH:1][CH:2]1[CH2:3][CH2:4][N:5]([C:8]2[N:13]=[N:12][C:11]([C:14]([NH:31][C@H:28]3[CH2:29][CH2:30][N:26]([C:22]4[C:21]5[N:20]([CH:19]=[CH:18][N:17]=5)[CH:25]=[CH:24][N:23]=4)[CH2:27]3)=[O:16])=[CH:10][CH:9]=2)[CH2:6][CH2:7]1. The catalyst class is: 16.